From a dataset of Reaction yield outcomes from USPTO patents with 853,638 reactions. Predict the reaction yield, written as a fraction of the theoretical maximum amount of product (1.0 means a 100% yield; for example, 0.34 means a 34% yield). (1) The product is [NH2:21][C:17]1[CH:16]=[C:15]([C:11]2([CH3:24])[CH:12]3[CH:10]2[C:9](=[O:25])[N:8]([CH2:1][C:2]2[CH:3]=[CH:4][CH:5]=[CH:6][CH:7]=2)[C:13]3=[O:14])[CH:20]=[CH:19][CH:18]=1. The catalyst is C(OCC)(=O)C.[Pt]. The reactants are [CH2:1]([N:8]1[C:13](=[O:14])[CH:12]2[CH:10]([C:11]2([CH3:24])[C:15]2[CH:20]=[CH:19][CH:18]=[C:17]([N+:21]([O-])=O)[CH:16]=2)[C:9]1=[O:25])[C:2]1[CH:7]=[CH:6][CH:5]=[CH:4][CH:3]=1. The yield is 0.880. (2) The reactants are [Si:1]([O:8][CH2:9][C:10]1[CH:11]=[C:12]([CH:24]=[C:25]([CH2:27][O:28][Si:29]([C:32]([CH3:35])([CH3:34])[CH3:33])([CH3:31])[CH3:30])[CH:26]=1)[NH:13][CH2:14][CH2:15][O:16][CH2:17][CH2:18][O:19][CH2:20][CH2:21][O:22][CH3:23])([C:4]([CH3:7])([CH3:6])[CH3:5])([CH3:3])[CH3:2].[CH3:36][C:37]([S:44][S:45][CH3:46])([CH3:43])[CH2:38][CH2:39][C:40](O)=[O:41].C(Cl)CCl. The catalyst is ClCCl.CN(C1C=CN=CC=1)C.O. The product is [Si:1]([O:8][CH2:9][C:10]1[CH:11]=[C:12]([N:13]([CH2:14][CH2:15][O:16][CH2:17][CH2:18][O:19][CH2:20][CH2:21][O:22][CH3:23])[C:40](=[O:41])[CH2:39][CH2:38][C:37]([CH3:43])([S:44][S:45][CH3:46])[CH3:36])[CH:24]=[C:25]([CH2:27][O:28][Si:29]([C:32]([CH3:35])([CH3:34])[CH3:33])([CH3:30])[CH3:31])[CH:26]=1)([C:4]([CH3:5])([CH3:7])[CH3:6])([CH3:3])[CH3:2]. The yield is 0.480. (3) The reactants are CN(C(ON1N=NC2C=CC=NC1=2)=[N+](C)C)C.F[P-](F)(F)(F)(F)F.[Br:25][C:26]1[CH:27]=[C:28]2[C:32](=[CH:33][CH:34]=1)[N:31]([CH:35]1[CH2:40][CH2:39][CH2:38][CH2:37][O:36]1)[N:30]=[C:29]2[C:41]([OH:43])=O.C(N(C(C)C)CC)(C)C.[NH2:53][C:54]1[CH:55]=[CH:56][C:57]([C:60]([F:63])([F:62])[F:61])=[N:58][CH:59]=1. The catalyst is CN(C=O)C. The product is [Br:25][C:26]1[CH:27]=[C:28]2[C:32](=[CH:33][CH:34]=1)[N:31]([CH:35]1[CH2:40][CH2:39][CH2:38][CH2:37][O:36]1)[N:30]=[C:29]2[C:41]([NH:53][C:54]1[CH:59]=[N:58][C:57]([C:60]([F:63])([F:61])[F:62])=[CH:56][CH:55]=1)=[O:43]. The yield is 0.930.